Dataset: Catalyst prediction with 721,799 reactions and 888 catalyst types from USPTO. Task: Predict which catalyst facilitates the given reaction. (1) Reactant: [CH3:1][O:2][C:3](=[O:38])[CH2:4][C@H:5]1[C:9]2[CH:10]=[CH:11][C:12]([O:14][C@H:15]3[C:23]4[C:18](=[C:19]([O:25][C:26]5[CH:31]=[CH:30][C:29]([C:32]6[CH2:33][CH2:34][O:35][CH2:36][CH:37]=6)=[CH:28][CH:27]=5)[CH:20]=[CH:21][C:22]=4[F:24])[CH2:17][CH2:16]3)=[CH:13][C:8]=2[O:7][CH2:6]1.C(N(CC)CC)C. Product: [CH3:1][O:2][C:3](=[O:38])[CH2:4][C@H:5]1[C:9]2[CH:10]=[CH:11][C:12]([O:14][C@H:15]3[C:23]4[C:18](=[C:19]([O:25][C:26]5[CH:31]=[CH:30][C:29]([CH:32]6[CH2:33][CH2:34][O:35][CH2:36][CH2:37]6)=[CH:28][CH:27]=5)[CH:20]=[CH:21][C:22]=4[F:24])[CH2:17][CH2:16]3)=[CH:13][C:8]=2[O:7][CH2:6]1. The catalyst class is: 304. (2) Reactant: [NH2:1][C:2]1[N:6]([C:7]2[CH:12]=[CH:11][C:10]([F:13])=[CH:9][CH:8]=2)[N:5]=[CH:4][C:3]=1[C:14]([NH:16][CH2:17][C@:18]([OH:25])([CH2:23][OH:24])[C:19]([F:22])([F:21])[F:20])=[O:15].N1C=CC=CC=1.[C:32]1([CH3:42])[CH:37]=[CH:36][C:35]([S:38](Cl)(=[O:40])=[O:39])=[CH:34][CH:33]=1. Product: [CH3:42][C:32]1[CH:37]=[CH:36][C:35]([S:38]([O:24][CH2:23][C@:18]([CH2:17][NH:16][C:14]([C:3]2[CH:4]=[N:5][N:6]([C:7]3[CH:8]=[CH:9][C:10]([F:13])=[CH:11][CH:12]=3)[C:2]=2[NH2:1])=[O:15])([OH:25])[C:19]([F:22])([F:21])[F:20])(=[O:40])=[O:39])=[CH:34][CH:33]=1. The catalyst class is: 4.